From a dataset of Peptide-MHC class I binding affinity with 185,985 pairs from IEDB/IMGT. Regression. Given a peptide amino acid sequence and an MHC pseudo amino acid sequence, predict their binding affinity value. This is MHC class I binding data. (1) The peptide sequence is EVFINDNGI. The MHC is HLA-A02:01 with pseudo-sequence HLA-A02:01. The binding affinity (normalized) is 0. (2) The peptide sequence is YQLEMYHPI. The MHC is HLA-B15:42 with pseudo-sequence HLA-B15:42. The binding affinity (normalized) is 0.110. (3) The peptide sequence is LVTGAGSGF. The MHC is HLA-A02:16 with pseudo-sequence HLA-A02:16. The binding affinity (normalized) is 0.0847. (4) The peptide sequence is DLFMSHVKSV. The MHC is HLA-A02:02 with pseudo-sequence HLA-A02:02. The binding affinity (normalized) is 0.249. (5) The MHC is HLA-A69:01 with pseudo-sequence HLA-A69:01. The peptide sequence is KQFYIFNTH. The binding affinity (normalized) is 0.0847. (6) The peptide sequence is ATSLDVINY. The MHC is HLA-A03:01 with pseudo-sequence HLA-A03:01. The binding affinity (normalized) is 0.370.